This data is from Forward reaction prediction with 1.9M reactions from USPTO patents (1976-2016). The task is: Predict the product of the given reaction. (1) Given the reactants [Br:1][C:2]1[CH:3]=[CH:4][C:5]2[C:11]([C:12]([O:14][CH3:15])=[O:13])=[CH:10][CH2:9][CH2:8][O:7][C:6]=2[CH:16]=1.[CH3:17][O:18]/[CH:19]=[CH:20]/[C:21]([O:23][Si](C)(C)C)=[CH2:22], predict the reaction product. The product is: [Br:1][C:2]1[CH:3]=[CH:4][C:5]2[C@@:11]3([C:12]([O:14][CH3:15])=[O:13])[CH:19]=[CH:20][C:21](=[O:23])[CH2:22][C@H:10]3[CH2:9][CH2:8][O:7][C:6]=2[CH:16]=1.[Br:1][C:2]1[CH:16]=[CH:6][C:5]2[C@:11]3([C:12]([O:14][CH3:15])=[O:13])[CH:10]=[CH:9][C:8](=[O:7])[CH2:22][C@@H:21]3[CH2:20][CH2:19][O:18][C:17]=2[CH:3]=1. (2) Given the reactants [C:1]([C:11]1[CH:18]=[CH:17][C:14]([CH:15]=O)=[CH:13][CH:12]=1)#[C:2][CH2:3][CH2:4][CH2:5][CH2:6][CH2:7][CH2:8][CH2:9][CH3:10].[CH3:19][C:20]([NH2:32])([C:22]1[CH:27]=[CH:26][C:25]([C:28]([F:31])([F:30])[F:29])=[CH:24][CH:23]=1)[CH3:21], predict the reaction product. The product is: [C:1]([C:11]1[CH:18]=[CH:17][C:14]([CH2:15][NH:32][C:20]([CH3:21])([C:22]2[CH:27]=[CH:26][C:25]([C:28]([F:29])([F:30])[F:31])=[CH:24][CH:23]=2)[CH3:19])=[CH:13][CH:12]=1)#[C:2][CH2:3][CH2:4][CH2:5][CH2:6][CH2:7][CH2:8][CH2:9][CH3:10].